Task: Predict the reactants needed to synthesize the given product.. Dataset: Full USPTO retrosynthesis dataset with 1.9M reactions from patents (1976-2016) (1) Given the product [Cl:1][C:2]1[CH:3]=[C:4]([NH:15][C:16]2[C:25]3[C:24](=[CH:23][C:22](/[CH:26]=[CH:27]/[CH2:28][CH2:29][N:43]4[CH2:48][CH2:47][CH2:46][CH2:45][CH2:44]4)=[CH:21][CH:20]=3)[N:42]=[CH:41][C:17]=2[C:18]#[N:19])[CH:5]=[CH:6][C:7]=1[S:8][C:9]1[N:10]([CH3:14])[CH:11]=[CH:12][N:13]=1, predict the reactants needed to synthesize it. The reactants are: [Cl:1][C:2]1[CH:3]=[C:4]([NH:15][C:16]2[C:25]3[C:20](=[CH:21][C:22]([CH:26]=[CH:27][CH2:28][CH2:29]OS(C4C=CC(C)=CC=4)(=O)=O)=[CH:23][CH:24]=3)[N:19]=[CH:18][C:17]=2[C:41]#[N:42])[CH:5]=[CH:6][C:7]=1[S:8][C:9]1[N:10]([CH3:14])[CH:11]=[CH:12][N:13]=1.[NH:43]1[CH2:48][CH2:47][CH2:46][CH2:45][CH2:44]1. (2) The reactants are: C1C(=O)N([Br:8])C(=O)C1.CC(N=NC(C#N)(C)C)(C#N)C.[Br:21][C:22]1[CH:27]=[C:26]([CH3:28])[CH:25]=[C:24]([O:29][CH3:30])[CH:23]=1. Given the product [Br:21][C:22]1[CH:23]=[C:24]([O:29][CH3:30])[CH:25]=[C:26]([CH2:28][Br:8])[CH:27]=1, predict the reactants needed to synthesize it. (3) Given the product [CH2:1]([C:3]1[N:4]([S:15]([C:10]2[C:9]([CH3:8])=[CH:14][CH:13]=[CH:12][CH:11]=2)(=[O:17])=[O:16])[CH:5]=[CH:6][CH:7]=1)[CH3:2], predict the reactants needed to synthesize it. The reactants are: [CH2:1]([C:3]1[NH:4][CH:5]=[CH:6][CH:7]=1)[CH3:2].[CH3:8][C:9]1[CH:14]=[CH:13][CH:12]=[CH:11][C:10]=1[S:15](Cl)(=[O:17])=[O:16].[H-].[Na+].